From a dataset of Full USPTO retrosynthesis dataset with 1.9M reactions from patents (1976-2016). Predict the reactants needed to synthesize the given product. (1) Given the product [C:23]([N:5]([C:6]1[C:7](=[O:20])[C:8]2[CH:12]=[C:11]([C:13]([O:15][CH3:16])=[O:14])[S:10][C:9]=2[C:17](=[O:19])[CH:18]=1)[CH2:4][CH2:3][O:2][CH3:1])(=[O:25])[CH3:24], predict the reactants needed to synthesize it. The reactants are: [CH3:1][O:2][CH2:3][CH2:4][NH:5][C:6]1[C:7](=[O:20])[C:8]2[CH:12]=[C:11]([C:13]([O:15][CH3:16])=[O:14])[S:10][C:9]=2[C:17](=[O:19])[CH:18]=1.CO.[C:23](OC(=O)C)(=[O:25])[CH3:24]. (2) Given the product [N+:2]([C:5]1[CH:6]=[CH:7][C:8]([CH2:11][CH2:12][NH:13][CH2:29][CH2:28][O:27][C:26]2[CH:25]=[CH:24][C:23]([N+:20]([O-:22])=[O:21])=[CH:32][CH:31]=2)=[CH:9][CH:10]=1)([O-:4])=[O:3], predict the reactants needed to synthesize it. The reactants are: Cl.[N+:2]([C:5]1[CH:10]=[CH:9][C:8]([CH2:11][CH2:12][NH2:13])=[CH:7][CH:6]=1)([O-:4])=[O:3].C(=O)([O-])[O-].[K+].[K+].[N+:20]([C:23]1[CH:32]=[CH:31][C:26]([O:27][CH2:28][CH2:29]Br)=[CH:25][CH:24]=1)([O-:22])=[O:21]. (3) Given the product [F:1][C:2]1[CH:3]=[C:4]([NH:9][C:10]2[CH:22]=[CH:21][C:20]([CH3:23])=[CH:19][C:11]=2[C:12]([OH:14])=[O:13])[CH:5]=[N:6][C:7]=1[F:8], predict the reactants needed to synthesize it. The reactants are: [F:1][C:2]1[CH:3]=[C:4]([NH:9][C:10]2[CH:22]=[CH:21][C:20]([CH3:23])=[CH:19][C:11]=2[C:12]([O:14]C(C)(C)C)=[O:13])[CH:5]=[N:6][C:7]=1[F:8]. (4) Given the product [CH3:1][C@@H:2]1[O:7][CH2:6][C@@H:5]([C:8]2[CH:13]=[CH:12][CH:11]=[CH:10][CH:9]=2)[N:4]([CH2:18][C:19]([O:21][CH2:22][CH3:23])=[O:20])[C:3]1=[O:14], predict the reactants needed to synthesize it. The reactants are: [CH3:1][C@@H:2]1[O:7][CH2:6][C@@H:5]([C:8]2[CH:13]=[CH:12][CH:11]=[CH:10][CH:9]=2)[NH:4][C:3]1=[O:14].[H-].[Na+].Br[CH2:18][C:19]([O:21][CH2:22][CH3:23])=[O:20].C([O-])(O)=O.[Na+]. (5) The reactants are: [N:1]1[C:10]2[CH:9]([NH:11][CH2:12][C:13]3[N:17]([CH:18]4[CH2:23][CH2:22][N:21]([C:24]([O:26][C:27]([CH3:30])([CH3:29])[CH3:28])=[O:25])[CH2:20][CH2:19]4)[C:16]4[CH:31]=[CH:32][CH:33]=[CH:34][C:15]=4[N:14]=3)[CH2:8][CH2:7][CH2:6][C:5]=2[CH:4]=[CH:3][CH:2]=1.[CH3:35]N(CC1N(CC2CCCN(C)C2)C2C=CC=CC=2N=1)C1C2N=CC=CC=2CCC1. Given the product [CH3:35][N:11]([CH2:12][C:13]1[N:17]([CH:18]2[CH2:23][CH2:22][N:21]([C:24]([O:26][C:27]([CH3:28])([CH3:29])[CH3:30])=[O:25])[CH2:20][CH2:19]2)[C:16]2[CH:31]=[CH:32][CH:33]=[CH:34][C:15]=2[N:14]=1)[CH:9]1[C:10]2[N:1]=[CH:2][CH:3]=[CH:4][C:5]=2[CH2:6][CH2:7][CH2:8]1, predict the reactants needed to synthesize it.